The task is: Regression. Given a peptide amino acid sequence and an MHC pseudo amino acid sequence, predict their binding affinity value. This is MHC class I binding data.. This data is from Peptide-MHC class I binding affinity with 185,985 pairs from IEDB/IMGT. The peptide sequence is ISSGETRSF. The MHC is HLA-A80:01 with pseudo-sequence HLA-A80:01. The binding affinity (normalized) is 0.0847.